From a dataset of Reaction yield outcomes from USPTO patents with 853,638 reactions. Predict the reaction yield, written as a fraction of the theoretical maximum amount of product (1.0 means a 100% yield; for example, 0.34 means a 34% yield). (1) The reactants are [C:1]1([C:7]2[S:15][C:14]3[C:13](=[O:16])[O:12][C:11](=[O:17])[NH:10][C:9]=3[CH:8]=2)[CH:6]=[CH:5][CH:4]=[CH:3][CH:2]=1.C(=O)([O-])[O-].[Na+].[Na+].[CH2:24](Br)[C:25]1[CH:30]=[CH:29][CH:28]=[CH:27][CH:26]=1. The catalyst is CC(N(C)C)=O. The product is [CH2:24]([N:10]1[C:9]2[CH:8]=[C:7]([C:1]3[CH:2]=[CH:3][CH:4]=[CH:5][CH:6]=3)[S:15][C:14]=2[C:13](=[O:16])[O:12][C:11]1=[O:17])[C:25]1[CH:30]=[CH:29][CH:28]=[CH:27][CH:26]=1. The yield is 0.663. (2) The reactants are [CH3:1][O:2][C:3]1[C:13]2[CH2:12][CH2:11][CH2:10][C:9](=[O:14])[N:8]([CH3:15])[C:7]=2[CH:6]=[CH:5][CH:4]=1.C(OC(C(F)(F)F)=O)(C(F)(F)F)=O.[N+:29]([O-])([O-:31])=[O:30].[K+]. The product is [CH3:1][O:2][C:3]1[C:13]2[CH2:12][CH2:11][CH2:10][C:9](=[O:14])[N:8]([CH3:15])[C:7]=2[CH:6]=[CH:5][C:4]=1[N+:29]([O-:31])=[O:30]. The catalyst is C(#N)C. The yield is 0.820. (3) The reactants are [CH2:1]([S:4](Cl)(=[O:6])=[O:5])[CH2:2][CH3:3].Cl.[NH2:9][CH2:10][C:11]1[CH:16]=[CH:15][C:14]([C:17]([N:19]2[CH2:28][C:27]3[CH:26]=[N:25][N:24]([CH3:29])[C:23]=3[NH:22][C:21]3[CH:30]=[C:31]([CH3:34])[CH:32]=[CH:33][C:20]2=3)=[O:18])=[CH:13][C:12]=1[F:35].C(N(CC)CC)C. The catalyst is ClCCl. The product is [CH3:29][N:24]1[C:23]2[NH:22][C:21]3[CH:30]=[C:31]([CH3:34])[CH:32]=[CH:33][C:20]=3[N:19]([C:17]([C:14]3[CH:15]=[CH:16][C:11]([CH2:10][NH:9][S:4]([CH2:1][CH2:2][CH3:3])(=[O:6])=[O:5])=[C:12]([F:35])[CH:13]=3)=[O:18])[CH2:28][C:27]=2[CH:26]=[N:25]1. The yield is 0.510. (4) The catalyst is O1CCOCC1. The product is [ClH:32].[CH3:1][C:2]1[C:3]([C:11]2[S:15][C:14]([C:16]([N:26]3[CH2:31][CH2:30][NH:29][CH2:28][CH2:27]3)=[O:18])=[CH:13][CH:12]=2)=[N:4][O:5][C:6]=1[C:7]([F:8])([F:9])[F:10]. The reactants are [CH3:1][C:2]1[C:3]([C:11]2[S:15][C:14]([C:16]([OH:18])=O)=[CH:13][CH:12]=2)=[N:4][O:5][C:6]=1[C:7]([F:10])([F:9])[F:8].C([N:26]1[CH2:31][CH2:30][NH:29][CH2:28][CH2:27]1)(OC(C)(C)C)=O.[ClH:32]. The yield is 0.690.